This data is from Full USPTO retrosynthesis dataset with 1.9M reactions from patents (1976-2016). The task is: Predict the reactants needed to synthesize the given product. Given the product [Br:1][C:2]1[CH:3]=[C:4]([C:7]2[C:9]3[C:10](=[CH:11][CH:12]=[C:13]([N+:15]([O-:17])=[O:16])[CH:14]=3)[NH:21][N:20]=2)[NH:5][CH:6]=1, predict the reactants needed to synthesize it. The reactants are: [Br:1][C:2]1[CH:3]=[C:4]([C:7]([C:9]2[CH:14]=[C:13]([N+:15]([O-:17])=[O:16])[CH:12]=[CH:11][C:10]=2Cl)=O)[NH:5][CH:6]=1.O.[NH2:20][NH2:21].